Dataset: Full USPTO retrosynthesis dataset with 1.9M reactions from patents (1976-2016). Task: Predict the reactants needed to synthesize the given product. (1) The reactants are: [Br:1][C:2]1[S:6][C:5]([C:7]([O:9][CH3:10])=[O:8])=[C:4]([NH:11][C:12](=O)[C:13](F)(F)F)[CH:3]=1.Br.BrC[C:21]1[CH:26]=[CH:25][CH:24]=C[N:22]=1.C(=O)([O-])[O-].[Cs+].[Cs+].CC(N(C)C)=O. Given the product [Br:1][C:2]1[S:6][C:5]([C:7]([O:9][CH3:10])=[O:8])=[C:4]([NH:11][CH2:12][C:13]2[CH:24]=[CH:25][CH:26]=[CH:21][N:22]=2)[CH:3]=1, predict the reactants needed to synthesize it. (2) Given the product [C:34]1([C:28]2[CH:29]=[CH:30][CH:31]=[CH:32][CH:33]=2)[CH:41]=[CH:40][CH:39]=[CH:38][C:35]=1[CH2:36][N:9]1[C:10]2[C:16]3[CH:17]=[CH:18][CH:19]=[CH:20][C:15]=3[O:14][C:11]=2[C:12](=[O:13])[N:7]([OH:6])[C:8]1=[O:21], predict the reactants needed to synthesize it. The reactants are: COC1C=C(OC)C=CC=1C[O:6][N:7]1[C:12](=[O:13])[C:11]2[O:14][C:15]3[CH:20]=[CH:19][CH:18]=[CH:17][C:16]=3[C:10]=2[NH:9][C:8]1=[O:21].[C:28]1([C:34]2[CH:41]=[CH:40][CH:39]=[CH:38][C:35]=2[CH2:36]Br)[CH:33]=[CH:32][CH:31]=[CH:30][CH:29]=1. (3) Given the product [Cl:12][C:13]1[CH:18]=[C:17]([I:19])[CH:16]=[CH:15][C:14]=1[N:20]1[C:4](=[O:6])[C:3]2[C:2](=[CH:11][CH:10]=[CH:9][CH:8]=2)[NH:1][C:21]1=[O:22], predict the reactants needed to synthesize it. The reactants are: [NH2:1][C:2]1[CH:11]=[CH:10][CH:9]=[CH:8][C:3]=1[C:4]([O:6]C)=O.[Cl:12][C:13]1[CH:18]=[C:17]([I:19])[CH:16]=[CH:15][C:14]=1[N:20]=[C:21]=[O:22].C(N(CC)CC)C. (4) Given the product [Cl:1][C:2]1[N:7]=[CH:6][N+:5]([O-:20])=[C:4]2[CH2:8][CH2:9][C@@H:10]([CH3:11])[C:3]=12, predict the reactants needed to synthesize it. The reactants are: [Cl:1][C:2]1[C:3]2[C@H:10]([CH3:11])[CH2:9][CH2:8][C:4]=2[N:5]=[CH:6][N:7]=1.C1C=C(Cl)C=C(C(OO)=[O:20])C=1.[O-]S([O-])(=S)=O.[Na+].[Na+].C([O-])([O-])=O.[Na+].[Na+]. (5) Given the product [CH:1]1([C:4]2[N:8]([CH2:18][C:19]3[C:20]([F:29])=[CH:21][C:22]([O:26][CH2:27][CH3:28])=[CH:23][C:24]=3[F:25])[N:7]=[C:6]([C:9]([O:11][CH2:12][CH3:13])=[O:10])[C:5]=2[CH3:14])[CH2:2][CH2:3]1, predict the reactants needed to synthesize it. The reactants are: [CH:1]1([C:4]2[NH:8][N:7]=[C:6]([C:9]([O:11][CH2:12][CH3:13])=[O:10])[C:5]=2[CH3:14])[CH2:3][CH2:2]1.[H-].[Na+].Br[CH2:18][C:19]1[C:24]([F:25])=[CH:23][C:22]([O:26][CH2:27][CH3:28])=[CH:21][C:20]=1[F:29].O. (6) The reactants are: [CH2:1]([N:8]1[CH2:14][CH:13]([OH:15])[C:10]2([CH2:12][CH2:11]2)[CH2:9]1)[C:2]1[CH:7]=[CH:6][CH:5]=[CH:4][CH:3]=1.[H-].[Na+].S(OC)([C:21]1C=CC(C)=CC=1)(=O)=O. Given the product [CH2:1]([N:8]1[CH2:14][CH:13]([O:15][CH3:21])[C:10]2([CH2:11][CH2:12]2)[CH2:9]1)[C:2]1[CH:3]=[CH:4][CH:5]=[CH:6][CH:7]=1, predict the reactants needed to synthesize it. (7) Given the product [CH3:12][NH:13][S:8]([C:4]1[CH:5]=[CH:6][CH:7]=[C:2]([Br:1])[CH:3]=1)(=[O:10])=[O:9], predict the reactants needed to synthesize it. The reactants are: [Br:1][C:2]1[CH:3]=[C:4]([S:8](Cl)(=[O:10])=[O:9])[CH:5]=[CH:6][CH:7]=1.[CH3:12][NH2:13]. (8) The reactants are: C(=O)([O-])[O-].[Na+].[Na+].[CH3:7][O:8][C:9]1[CH:14]=[CH:13][CH:12]=[CH:11][C:10]=1B(O)O.Br[C:19]1[CH:31]=[CH:30][C:22]([C:23]([O:25][C:26]([CH3:29])([CH3:28])[CH3:27])=[O:24])=[C:21]([N+:32]([O-:34])=[O:33])[CH:20]=1.C(O)(=O)CC(CC(O)=O)(C(O)=O)O. Given the product [CH3:7][O:8][C:9]1[CH:14]=[CH:13][CH:12]=[CH:11][C:10]=1[C:19]1[CH:31]=[CH:30][C:22]([C:23]([O:25][C:26]([CH3:28])([CH3:29])[CH3:27])=[O:24])=[C:21]([N+:32]([O-:34])=[O:33])[CH:20]=1, predict the reactants needed to synthesize it.